Dataset: M1 muscarinic receptor agonist screen with 61,833 compounds. Task: Binary Classification. Given a drug SMILES string, predict its activity (active/inactive) in a high-throughput screening assay against a specified biological target. (1) The drug is S(=O)(=O)(N1CCCCCC1)c1ccc(NC2N(C(=O)c3c2cccc3)Cc2occc2)cc1. The result is 0 (inactive). (2) The molecule is O(Cc1ccccc1)C(=O)c1nnn(c1C)c1nonc1N. The result is 0 (inactive).